Regression/Classification. Given a drug SMILES string, predict its absorption, distribution, metabolism, or excretion properties. Task type varies by dataset: regression for continuous measurements (e.g., permeability, clearance, half-life) or binary classification for categorical outcomes (e.g., BBB penetration, CYP inhibition). Dataset: cyp3a4_veith. From a dataset of CYP3A4 inhibition data for predicting drug metabolism from PubChem BioAssay. (1) The compound is COc1ccccc1-c1nc(NCCc2cnc[nH]2)c2ccccc2n1. The result is 1 (inhibitor). (2) The compound is CCOc1ccc(-c2nnc3n2N=C(c2ccc(OC)cc2)CS3)cc1. The result is 1 (inhibitor).